Dataset: Catalyst prediction with 721,799 reactions and 888 catalyst types from USPTO. Task: Predict which catalyst facilitates the given reaction. (1) Product: [OH:25][NH:26][C:17]([C@H:15]1[CH2:16][N:12]([CH2:11][C:10]2[CH:21]=[CH:22][C:7]([O:6][C:5]3[CH:4]=[CH:3][C:2]([F:1])=[CH:24][CH:23]=3)=[CH:8][CH:9]=2)[C:13](=[O:20])[NH:14]1)=[O:18]. The catalyst class is: 34. Reactant: [F:1][C:2]1[CH:24]=[CH:23][C:5]([O:6][C:7]2[CH:22]=[CH:21][C:10]([CH2:11][N:12]3[CH2:16][C@H:15]([C:17](O)=[O:18])[NH:14][C:13]3=[O:20])=[CH:9][CH:8]=2)=[CH:4][CH:3]=1.[OH:25][N:26]1C2C=CC=CC=2N=N1.C(N(C(C)C)CC)(C)C.Cl.C[Si](C)(C)CCON.Cl.CN(C)CCCN=C=NCC. (2) Reactant: [CH3:1][C:2]1[N:3]([C:8]2[N:13]=[CH:12][C:11]([C@@H:14]([OH:36])[CH2:15][N:16]([CH2:24][C@H:25]3[CH2:34][CH2:33][C:32]4[C:27](=[CH:28][CH:29]=[C:30]([I:35])[CH:31]=4)[O:26]3)[C:17](=[O:23])[O:18][C:19]([CH3:22])([CH3:21])[CH3:20])=[CH:10][CH:9]=2)[C:4]([CH3:7])=[CH:5][CH:6]=1.[CH3:37][C:38]([Si:41](Cl)([CH3:43])[CH3:42])([CH3:40])[CH3:39].N1C=CN=C1.C([O-])(O)=O.[Na+]. Product: [Si:41]([O:36][C@H:14]([C:11]1[CH:12]=[N:13][C:8]([N:3]2[C:4]([CH3:7])=[CH:5][CH:6]=[C:2]2[CH3:1])=[CH:9][CH:10]=1)[CH2:15][N:16]([CH2:24][C@H:25]1[CH2:34][CH2:33][C:32]2[C:27](=[CH:28][CH:29]=[C:30]([I:35])[CH:31]=2)[O:26]1)[C:17](=[O:23])[O:18][C:19]([CH3:22])([CH3:21])[CH3:20])([C:38]([CH3:40])([CH3:39])[CH3:37])([CH3:43])[CH3:42]. The catalyst class is: 3.